The task is: Regression. Given a peptide amino acid sequence and an MHC pseudo amino acid sequence, predict their binding affinity value. This is MHC class I binding data.. This data is from Peptide-MHC class I binding affinity with 185,985 pairs from IEDB/IMGT. (1) The peptide sequence is SGPSNTYPEI. The MHC is HLA-B51:01 with pseudo-sequence HLA-B51:01. The binding affinity (normalized) is 0. (2) The peptide sequence is TTQIIKLLPFA. The MHC is HLA-A02:06 with pseudo-sequence HLA-A02:06. The binding affinity (normalized) is 0.135.